From a dataset of Catalyst prediction with 721,799 reactions and 888 catalyst types from USPTO. Predict which catalyst facilitates the given reaction. (1) Reactant: [Br:1][C:2]1[CH:7]=[CH:6][C:5]([O:8]C)=[CH:4][C:3]=1[N+:10]([O-:12])=[O:11].B(Br)(Br)Br. Product: [Br:1][C:2]1[CH:7]=[CH:6][C:5]([OH:8])=[CH:4][C:3]=1[N+:10]([O-:12])=[O:11]. The catalyst class is: 4. (2) Reactant: [CH3:1][O:2][C:3]1[CH:8]=[CH:7][C:6]([NH2:9])=[C:5]([N+:10]([O-])=O)[CH:4]=1. Product: [CH3:1][O:2][C:3]1[CH:4]=[C:5]([NH2:10])[C:6]([NH2:9])=[CH:7][CH:8]=1. The catalyst class is: 43. (3) Product: [CH:31]([N:14]([CH2:13][C@@H:11]1[CH2:12][NH:8][CH2:9][C@H:10]1[O:34][C:36](=[O:37])[NH:35][CH2:38][C:39]1[CH:44]=[CH:43][CH:42]=[C:41]([O:45][CH3:46])[CH:40]=1)[C:15](=[O:30])[C:16]1[CH:21]=[CH:20][C:19]([O:22][CH3:23])=[C:18]([O:24][CH2:25][CH2:26][CH2:27][O:28][CH3:29])[CH:17]=1)([CH3:33])[CH3:32]. Reactant: C(OC([N:8]1[CH2:12][C@@H:11]([CH2:13][N:14]([CH:31]([CH3:33])[CH3:32])[C:15](=[O:30])[C:16]2[CH:21]=[CH:20][C:19]([O:22][CH3:23])=[C:18]([O:24][CH2:25][CH2:26][CH2:27][O:28][CH3:29])[CH:17]=2)[C@H:10]([OH:34])[CH2:9]1)=O)(C)(C)C.[N:35]([CH2:38][C:39]1[CH:44]=[CH:43][CH:42]=[C:41]([O:45][CH3:46])[CH:40]=1)=[C:36]=[O:37].CC#N.O.CC#N. The catalyst class is: 6. (4) Reactant: [F:1][C:2]([F:20])([F:19])[C:3]1[CH:8]=[CH:7][C:6]([NH:9][C:10]2[C:15]([C:16]([OH:18])=O)=[CH:14][N:13]=[CH:12][N:11]=2)=[CH:5][CH:4]=1.CCN=C=NCCCN(C)C.C1C=CC2N(O)N=NC=2C=1.CCN(C(C)C)C(C)C.[CH3:51][C:52]([NH2:56])([C:54]#[CH:55])[CH3:53]. Product: [CH3:51][C:52]([NH:56][C:16]([C:15]1[C:10]([NH:9][C:6]2[CH:5]=[CH:4][C:3]([C:2]([F:1])([F:20])[F:19])=[CH:8][CH:7]=2)=[N:11][CH:12]=[N:13][CH:14]=1)=[O:18])([C:54]#[CH:55])[CH3:53]. The catalyst class is: 2.